This data is from Forward reaction prediction with 1.9M reactions from USPTO patents (1976-2016). The task is: Predict the product of the given reaction. (1) Given the reactants Cl.[Cl:2][C:3]1[CH:8]=[CH:7][CH:6]=[CH:5][C:4]=1[CH2:9][CH2:10][C:11]([NH:13][C:14]1[C:23]([Cl:24])=[CH:22][CH:21]=[C:20]2[C:15]=1[CH:16]=[CH:17][C:18]([N:25]1[CH2:29][CH2:28][C@H:27]([NH:30][CH2:31][CH2:32][O:33][Si](C(C)(C)C)(C)C)[CH2:26]1)=[N:19]2)=[O:12], predict the reaction product. The product is: [Cl:2][C:3]1[CH:8]=[CH:7][CH:6]=[CH:5][C:4]=1[CH2:9][CH2:10][C:11]([NH:13][C:14]1[C:23]([Cl:24])=[CH:22][CH:21]=[C:20]2[C:15]=1[CH:16]=[CH:17][C:18]([N:25]1[CH2:29][CH2:28][C@H:27]([NH:30][CH2:31][CH2:32][OH:33])[CH2:26]1)=[N:19]2)=[O:12]. (2) Given the reactants [CH2:1]([C:8]1[CH:13]=[CH:12][CH:11]=[CH:10][N:9]=1)[CH2:2][CH2:3][CH2:4][CH2:5][CH2:6][CH3:7].Br[CH2:15]CCCCCC, predict the reaction product. The product is: [CH2:1]([C:8]1[CH:13]=[CH:12][CH:11]=[CH:10][N:9]=1)[CH2:2][CH2:3][CH2:4][CH2:5][CH2:6][CH2:7][CH3:15]. (3) Given the reactants [CH2:1]=O.Cl.[NH2:4][C:5]1[CH:10]=[C:9]([C:11]([F:14])([F:13])[F:12])[CH:8]=[CH:7][C:6]=1[SH:15], predict the reaction product. The product is: [F:14][C:11]([F:12])([F:13])[C:9]1[CH:8]=[CH:7][C:6]2[S:15][CH2:1][NH:4][C:5]=2[CH:10]=1.